This data is from Reaction yield outcomes from USPTO patents with 853,638 reactions. The task is: Predict the reaction yield, written as a fraction of the theoretical maximum amount of product (1.0 means a 100% yield; for example, 0.34 means a 34% yield). (1) The product is [F:2][CH:3]1[C:8](=[O:9])[CH2:7][CH2:6][N:5]([C:15]([O:16][CH2:17][C:18]2[CH:27]=[CH:26][C:25]3[C:20](=[CH:21][CH:22]=[CH:23][CH:24]=3)[CH:19]=2)=[O:28])[CH2:4]1. The catalyst is C1COCC1.O. The yield is 0.600. The reactants are Cl.[F:2][CH:3]1[C:8](=[O:9])[CH2:7][CH2:6][NH:5][CH2:4]1.C([O-])(O)=O.[Na+].[C:15](Cl)(=[O:28])[O:16][CH2:17][C:18]1[CH:27]=[CH:26][C:25]2[C:20](=[CH:21][CH:22]=[CH:23][CH:24]=2)[CH:19]=1. (2) The catalyst is CO.[Pd]. The reactants are C([O:8][C:9]1[C:14](=[O:15])[C:13]([CH:16]([OH:21])[C:17]([F:20])([F:19])[F:18])=[CH:12][NH:11][C:10]=1[CH3:22])C1C=CC=CC=1.[H][H]. The yield is 0.842. The product is [OH:8][C:9]1[C:14](=[O:15])[C:13]([CH:16]([OH:21])[C:17]([F:20])([F:18])[F:19])=[CH:12][NH:11][C:10]=1[CH3:22]. (3) The reactants are C1C=CC(COC([NH:11][C@@H:12]([C:19]([OH:21])=[O:20])[C:13]2[CH:18]=[CH:17][CH:16]=[CH:15][CH:14]=2)=O)=CC=1.[CH3:22][N:23]1[CH2:28][CH2:27][CH:26]([CH:29]2[CH2:34][CH2:33][N:32]([C:35]([NH2:37])=[O:36])[CH2:31][CH2:30]2)[CH2:25][CH2:24]1.[H][H]. The yield is 0.760. The catalyst is CO.[Pd]. The product is [CH:16]1[CH:15]=[CH:14][C:13]([C@@H:12]([NH2:11])[C:19]([OH:21])=[O:20])=[CH:18][CH:17]=1.[CH3:22][N:23]1[CH2:24][CH2:25][CH:26]([CH:29]2[CH2:34][CH2:33][N:32]([C:35]([NH2:37])=[O:36])[CH2:31][CH2:30]2)[CH2:27][CH2:28]1. (4) The reactants are Cl[C:2]1[N:7]=[C:6]([NH:8][C:9]2[NH:10][N:11]=[C:12]([CH3:14])[CH:13]=2)[CH:5]=[C:4]([C:15]2[CH:20]=[CH:19][CH:18]=[CH:17][CH:16]=2)[N:3]=1.[C:21]([NH:24][C:25]1[CH:30]=[CH:29][C:28]([SH:31])=[CH:27][CH:26]=1)(=[O:23])[CH3:22]. The catalyst is C(O)(C)(C)C. The product is [C:21]([NH:24][C:25]1[CH:30]=[CH:29][C:28]([S:31][C:2]2[N:7]=[C:6]([NH:8][C:9]3[NH:10][N:11]=[C:12]([CH3:14])[CH:13]=3)[CH:5]=[C:4]([C:15]3[CH:20]=[CH:19][CH:18]=[CH:17][CH:16]=3)[N:3]=2)=[CH:27][CH:26]=1)(=[O:23])[CH3:22]. The yield is 0.850. (5) The reactants are [C:1]([C:3]1[CH:10]=[CH:9][C:6]([CH:7]=[O:8])=[CH:5][CH:4]=1)#[N:2].C[Si]([N-:15][Si](C)(C)C)(C)C.[Li+].[OH-].[Na+].[C:23](O[C:23]([O:25][C:26]([CH3:29])([CH3:28])[CH3:27])=[O:24])([O:25][C:26]([CH3:29])([CH3:28])[CH3:27])=[O:24]. The catalyst is O1CCCC1.O. The yield is 0.430. The product is [C:26]([O:25][C:23]([NH:2][C:1]([C:3]1[CH:10]=[CH:9][C:6]([CH:7]=[O:8])=[CH:5][CH:4]=1)=[NH:15])=[O:24])([CH3:29])([CH3:28])[CH3:27]. (6) The reactants are [Cl:1][C:2]1[C:7]([N+:8]([O-:10])=[O:9])=[CH:6][N:5]=[C:4]([NH2:11])[C:3]=1[C:12]#[C:13][Si](C)(C)C.[F-].[K+].C. The catalyst is CN(C=O)C. The product is [Cl:1][C:2]1[C:7]([N+:8]([O-:10])=[O:9])=[CH:6][N:5]=[C:4]([NH2:11])[C:3]=1[C:12]#[CH:13]. The yield is 0.710. (7) The reactants are [OH:1][C:2]1[C:15]2[C:14](=[O:16])[C:13]3[C:8](=[CH:9][CH:10]=[CH:11][CH:12]=3)[C:7](=[O:17])[C:6]=2[CH:5]=[CH:4][C:3]=1[OH:18].[CH2:19]([CH:21]([CH2:24][CH2:25][CH2:26][CH3:27])[CH2:22]Br)[CH3:20].Br[CH2:29][CH2:30][CH2:31][CH2:32][CH2:33][CH2:34][CH2:35][CH2:36][CH2:37][CH2:38][CH2:39][CH2:40][CH2:41][CH2:42][CH2:43][CH2:44][CH2:45][CH3:46]. No catalyst specified. The product is [CH2:19]([CH:21]([CH2:24][CH2:25][CH2:26][CH3:27])[CH2:22][O:18][C:3]1[CH:4]=[CH:5][C:6]2[C:7](=[O:17])[C:8]3[C:13](=[CH:12][CH:11]=[CH:10][CH:9]=3)[C:14](=[O:16])[C:15]=2[C:2]=1[O:1][CH2:46][CH2:45][CH2:44][CH2:43][CH2:42][CH2:41][CH2:40][CH2:39][CH2:38][CH2:37][CH2:36][CH2:35][CH2:34][CH2:33][CH2:32][CH2:31][CH2:30][CH3:29])[CH3:20]. The yield is 0.640. (8) The reactants are I[C:2]1[CH:7]=[CH:6][C:5]([S:8](=[O:11])(=[O:10])[NH2:9])=[CH:4][CH:3]=1.C(=O)(O)[O-].[Na+].[CH3:17][N:18](C)C=O. The product is [C:17]([C:2]1[CH:7]=[CH:6][C:5]([S:8](=[O:11])(=[O:10])[NH2:9])=[CH:4][CH:3]=1)#[N:18]. The catalyst is C(OCC)(=O)C.[C-]#N.[Zn+2].[C-]#N. The yield is 0.800.